Task: Regression. Given two drug SMILES strings and cell line genomic features, predict the synergy score measuring deviation from expected non-interaction effect.. Dataset: NCI-60 drug combinations with 297,098 pairs across 59 cell lines (1) Drug 1: CC12CCC(CC1=CCC3C2CCC4(C3CC=C4C5=CN=CC=C5)C)O. Drug 2: CS(=O)(=O)C1=CC(=C(C=C1)C(=O)NC2=CC(=C(C=C2)Cl)C3=CC=CC=N3)Cl. Cell line: SK-MEL-2. Synergy scores: CSS=-4.22, Synergy_ZIP=2.31, Synergy_Bliss=1.56, Synergy_Loewe=-7.20, Synergy_HSA=-3.65. (2) Drug 1: C1CC(=O)NC(=O)C1N2CC3=C(C2=O)C=CC=C3N. Drug 2: CC(CN1CC(=O)NC(=O)C1)N2CC(=O)NC(=O)C2. Cell line: SNB-75. Synergy scores: CSS=2.67, Synergy_ZIP=-2.51, Synergy_Bliss=-3.24, Synergy_Loewe=0.776, Synergy_HSA=-1.72. (3) Drug 1: C1CC(=O)NC(=O)C1N2CC3=C(C2=O)C=CC=C3N. Drug 2: C1CCC(C(C1)N)N.C(=O)(C(=O)[O-])[O-].[Pt+4]. Cell line: SK-MEL-2. Synergy scores: CSS=0.911, Synergy_ZIP=-1.40, Synergy_Bliss=-1.87, Synergy_Loewe=-0.110, Synergy_HSA=-0.809. (4) Drug 1: C1CN1P(=S)(N2CC2)N3CC3. Drug 2: CC12CCC3C(C1CCC2OP(=O)(O)O)CCC4=C3C=CC(=C4)OC(=O)N(CCCl)CCCl.[Na+]. Cell line: OVCAR-5. Synergy scores: CSS=34.0, Synergy_ZIP=-8.17, Synergy_Bliss=-0.341, Synergy_Loewe=0.427, Synergy_HSA=2.08.